The task is: Predict which catalyst facilitates the given reaction.. This data is from Catalyst prediction with 721,799 reactions and 888 catalyst types from USPTO. (1) Reactant: [N+:1]([C:4]1[CH:5]=[C:6]([CH2:10][CH2:11][OH:12])[CH:7]=[CH:8][CH:9]=1)([O-:3])=[O:2].[C:13]1([CH3:23])[CH:18]=[CH:17][C:16]([S:19](Cl)(=[O:21])=[O:20])=[CH:15][CH:14]=1.C(N(CC)CC)C. Product: [CH3:23][C:13]1[CH:18]=[CH:17][C:16]([S:19]([O:12][CH2:11][CH2:10][C:6]2[CH:7]=[CH:8][CH:9]=[C:4]([N+:1]([O-:3])=[O:2])[CH:5]=2)(=[O:21])=[O:20])=[CH:15][CH:14]=1. The catalyst class is: 143. (2) Reactant: [CH3:1][C:2]12[CH2:15][CH2:14][C:13](=[O:16])[CH:12]=[C:11]1[NH:10][CH2:9][CH:8]1[CH:3]2[CH2:4][CH2:5][C:6]2([CH3:21])[C:19](=[O:20])[CH2:18][CH2:17][CH:7]21.[CH3:22][Si:23]([CH2:26][CH2:27][O:28][CH2:29]Cl)([CH3:25])[CH3:24].CCN(C(C)C)C(C)C. Product: [CH3:1][C:2]12[CH2:15][CH2:14][C:13](=[O:16])[CH:12]=[C:11]1[N:10]([CH2:29][O:28][CH2:27][CH2:26][Si:23]([CH3:25])([CH3:24])[CH3:22])[CH2:9][CH:8]1[CH:3]2[CH2:4][CH2:5][C:6]2([CH3:21])[C:19](=[O:20])[CH2:18][CH2:17][CH:7]21. The catalyst class is: 2. (3) Reactant: Br[C:2]1[CH:3]=[C:4]([Cl:8])[CH:5]=[CH:6][CH:7]=1.[N:9]1([C:15]([O:17][CH2:18][CH:19]([CH3:21])[CH3:20])=[O:16])[CH2:14][CH2:13][NH:12][CH2:11][CH2:10]1.C(O[Na])(C)(C)C.CC1(C)C2C(=C(P(C3C=CC=CC=3)C3C=CC=CC=3)C=CC=2)OC2C(P(C3C=CC=CC=3)C3C=CC=CC=3)=CC=CC1=2. Product: [CH2:18]([O:17][C:15]([N:9]1[CH2:14][CH2:13][N:12]([C:2]2[CH:7]=[CH:6][CH:5]=[C:4]([Cl:8])[CH:3]=2)[CH2:11][CH2:10]1)=[O:16])[CH:19]([CH3:21])[CH3:20]. The catalyst class is: 835.